From a dataset of NCI-60 drug combinations with 297,098 pairs across 59 cell lines. Regression. Given two drug SMILES strings and cell line genomic features, predict the synergy score measuring deviation from expected non-interaction effect. (1) Drug 1: CCCCCOC(=O)NC1=NC(=O)N(C=C1F)C2C(C(C(O2)C)O)O. Drug 2: CC12CCC3C(C1CCC2OP(=O)(O)O)CCC4=C3C=CC(=C4)OC(=O)N(CCCl)CCCl.[Na+]. Cell line: SK-MEL-5. Synergy scores: CSS=-1.41, Synergy_ZIP=0.336, Synergy_Bliss=0.192, Synergy_Loewe=-7.37, Synergy_HSA=-5.51. (2) Drug 1: CCC1=C2CN3C(=CC4=C(C3=O)COC(=O)C4(CC)O)C2=NC5=C1C=C(C=C5)O. Drug 2: C1C(C(OC1N2C=NC(=NC2=O)N)CO)O. Cell line: U251. Synergy scores: CSS=49.1, Synergy_ZIP=-3.22, Synergy_Bliss=-7.69, Synergy_Loewe=-50.2, Synergy_HSA=-6.64. (3) Drug 1: CN1CCC(CC1)COC2=C(C=C3C(=C2)N=CN=C3NC4=C(C=C(C=C4)Br)F)OC. Drug 2: C1CN(CCN1C(=O)CCBr)C(=O)CCBr. Cell line: HCT-15. Synergy scores: CSS=20.4, Synergy_ZIP=-3.07, Synergy_Bliss=-1.78, Synergy_Loewe=-1.33, Synergy_HSA=0.701.